From a dataset of Full USPTO retrosynthesis dataset with 1.9M reactions from patents (1976-2016). Predict the reactants needed to synthesize the given product. (1) Given the product [F:53][C:51]1([F:54])[CH2:52][CH:49]([C:47]#[C:48][C:27]2[CH:28]=[C:29]([C@@H:33]3[C@@H:37]([C:38]4[CH:43]=[C:42]([F:44])[CH:41]=[C:40]([F:45])[CH:39]=4)[O:36][C:35](=[O:46])[NH:34]3)[CH:30]=[N:31][CH:32]=2)[CH2:50]1, predict the reactants needed to synthesize it. The reactants are: CN(C)CC#CC1C=C([C@@H]2[C@@H](C3C=CC=C(F)C=3)OC(=O)N2)C=NC=1.Br[C:27]1[CH:28]=[C:29]([C@@H:33]2[C@@H:37]([C:38]3[CH:43]=[C:42]([F:44])[CH:41]=[C:40]([F:45])[CH:39]=3)[O:36][C:35](=[O:46])[NH:34]2)[CH:30]=[N:31][CH:32]=1.[C:47]([CH:49]1[CH2:52][C:51]([F:54])([F:53])[CH2:50]1)#[CH:48]. (2) Given the product [NH2:45][CH:27]1[CH2:28][CH2:29][N:24]([C:21]2[CH:20]=[C:19]([C:31]3[CH:36]=[CH:35][CH:34]=[CH:33][C:32]=3[Cl:37])[C:18]([N:16]([CH3:17])[C:14](=[O:15])[C:13]([C:5]3[CH:4]=[C:3]([C:2]([F:40])([F:41])[F:1])[CH:8]=[C:7]([C:9]([F:10])([F:12])[F:11])[CH:6]=3)([CH3:39])[CH3:38])=[CH:23][N:22]=2)[CH2:25][CH2:26]1, predict the reactants needed to synthesize it. The reactants are: [F:1][C:2]([F:41])([F:40])[C:3]1[CH:4]=[C:5]([C:13]([CH3:39])([CH3:38])[C:14]([N:16]([C:18]2[C:19]([C:31]3[CH:36]=[CH:35][CH:34]=[CH:33][C:32]=3[Cl:37])=[CH:20][C:21]([N:24]3[CH2:29][CH2:28][C:27](=O)[CH2:26][CH2:25]3)=[N:22][CH:23]=2)[CH3:17])=[O:15])[CH:6]=[C:7]([C:9]([F:12])([F:11])[F:10])[CH:8]=1.CO.C([BH3-])#[N:45].[Na+]. (3) The reactants are: [Cl:1][C:2]1[CH:35]=[CH:34][C:5]([CH2:6][N:7]2[C@H:12]([NH:13][C:14]3[CH:19]=[CH:18][C:17]([O:20][CH:21]([CH3:23])[CH3:22])=[C:16]([F:24])[CH:15]=3)[NH:11][C:10](=[O:25])[N:9]([CH2:26][CH:27]([C:29]([O:31]C)=[O:30])[CH3:28])[C:8]2=[O:33])=[CH:4][CH:3]=1.O1CCOCC1.[OH-].[Li+].Cl. Given the product [Cl:1][C:2]1[CH:3]=[CH:4][C:5]([CH2:6][N:7]2[C:12]([NH:13][C:14]3[CH:19]=[CH:18][C:17]([O:20][CH:21]([CH3:22])[CH3:23])=[C:16]([F:24])[CH:15]=3)=[N:11][C:10](=[O:25])[N:9]([CH2:26][C@H:27]([C:29]([OH:31])=[O:30])[CH3:28])[C:8]2=[O:33])=[CH:34][CH:35]=1, predict the reactants needed to synthesize it. (4) Given the product [CH3:1][O:2][C:3]1[CH:8]=[CH:7][C:6]([N:15]2[C:14]([CH3:13])=[C:18]([CH3:19])[C:17]([CH3:20])=[N:16]2)=[CH:5][C:4]=1[CH3:12], predict the reactants needed to synthesize it. The reactants are: [CH3:1][O:2][C:3]1[CH:8]=[CH:7][C:6](B(O)O)=[CH:5][C:4]=1[CH3:12].[CH3:13][C:14]1[C:18]([CH3:19])=[C:17]([CH3:20])[NH:16][N:15]=1.N1C=CC=CC=1. (5) Given the product [F:20][C:19]1[CH:18]=[CH:17][C:4]([CH2:5][C:6]2[C:15]3[C:10](=[CH:11][CH:12]=[CH:13][CH:14]=3)[C:9](=[O:16])[NH:8][N:7]=2)=[CH:3][C:2]=1[NH:1][C:30](=[O:32])[CH2:31][CH:27]([C:21]1[CH:26]=[CH:25][CH:24]=[CH:23][CH:22]=1)[C:28]([OH:33])=[O:29], predict the reactants needed to synthesize it. The reactants are: [NH2:1][C:2]1[CH:3]=[C:4]([CH:17]=[CH:18][C:19]=1[F:20])[CH2:5][C:6]1[C:15]2[C:10](=[CH:11][CH:12]=[CH:13][CH:14]=2)[C:9](=[O:16])[NH:8][N:7]=1.[C:21]1([CH:27]2[CH2:31][C:30](=[O:32])[O:29][C:28]2=[O:33])[CH:26]=[CH:25][CH:24]=[CH:23][CH:22]=1. (6) Given the product [ClH:17].[CH3:1][C@@H:2]1[CH2:6][O:5][C:4](=[O:7])[N:3]1[C:8]1[CH:9]=[CH:10][C:11]([C:12]([N:30]2[CH2:31][CH2:32][N:27]([C:20]3[C:19]([CH3:18])=[CH:24][C:23]([CH3:25])=[C:22]([CH3:26])[N:21]=3)[CH2:28][CH2:29]2)=[O:14])=[CH:15][CH:16]=1, predict the reactants needed to synthesize it. The reactants are: [CH3:1][C@@H:2]1[CH2:6][O:5][C:4](=[O:7])[N:3]1[C:8]1[CH:16]=[CH:15][C:11]([C:12]([OH:14])=O)=[CH:10][CH:9]=1.[ClH:17].[CH3:18][C:19]1[C:20]([N:27]2[CH2:32][CH2:31][NH:30][CH2:29][CH2:28]2)=[N:21][C:22]([CH3:26])=[C:23]([CH3:25])[CH:24]=1. (7) Given the product [CH2:26]([N:33]1[C:1]([C:3]2[CH:8]=[CH:7][CH:6]=[CH:5][C:4]=2[CH3:9])=[C:2]([Sn:14]([CH2:10][CH2:11][CH2:12][CH3:13])([CH2:18][CH2:19][CH2:20][CH3:21])[CH2:22][CH2:23][CH2:24][CH3:25])[N:35]=[N:34]1)[C:27]1[CH:32]=[CH:31][CH:30]=[CH:29][CH:28]=1, predict the reactants needed to synthesize it. The reactants are: [C:1]([C:3]1[CH:8]=[CH:7][CH:6]=[CH:5][C:4]=1[CH3:9])#[CH:2].[CH2:10]([Sn:14]([CH2:22][CH2:23][CH2:24][CH3:25])([CH2:18][CH2:19][CH2:20][CH3:21])N(C)C)[CH2:11][CH2:12][CH3:13].[CH2:26]([N:33]=[N+:34]=[N-:35])[C:27]1[CH:32]=[CH:31][CH:30]=[CH:29][CH:28]=1.